This data is from Forward reaction prediction with 1.9M reactions from USPTO patents (1976-2016). The task is: Predict the product of the given reaction. (1) Given the reactants [C:1]1([CH3:11])[CH:6]=[CH:5][C:4]([S:7](Cl)(=[O:9])=[O:8])=[CH:3][CH:2]=1.[Cl-].[Al+3].[Cl-].[Cl-].[S:16]1[CH:20]=[CH:19][N:18]2[CH:21]=[N:22][CH:23]=[C:17]12.C(=O)([O-])[O-].[Na+].[Na+], predict the reaction product. The product is: [C:1]1([CH3:11])[CH:6]=[CH:5][C:4]([S:7]([C:23]2[N:22]=[CH:21][N:18]3[CH:19]=[CH:20][S:16][C:17]=23)(=[O:9])=[O:8])=[CH:3][CH:2]=1. (2) Given the reactants [F:1][C:2]([F:7])([F:6])[C:3]([OH:5])=[O:4].[F:8][C:9]1[CH:14]=[CH:13][C:12]([C:15]2[N:20]=[CH:19][C:18]([NH:21][CH2:22][C:23]([OH:25])=O)=[CH:17][CH:16]=2)=[CH:11][CH:10]=1.[NH:26]1[CH2:31][CH2:30][CH2:29][CH2:28][CH2:27]1, predict the reaction product. The product is: [F:1][C:2]([F:7])([F:6])[C:3]([OH:5])=[O:4].[F:8][C:9]1[CH:10]=[CH:11][C:12]([C:15]2[N:20]=[CH:19][C:18]([NH:21][CH2:22][C:23]([N:26]3[CH2:31][CH2:30][CH2:29][CH2:28][CH2:27]3)=[O:25])=[CH:17][CH:16]=2)=[CH:13][CH:14]=1. (3) Given the reactants [CH3:1][O:2][C:3]1[CH:37]=[C:36]([O:38][CH3:39])[CH:35]=[C:34]([O:40][CH3:41])[C:4]=1/[CH:5]=[CH:6]/[S:7]([NH:10][C:11]1[CH:16]=[CH:15][C:14]([O:17][CH3:18])=[C:13]([NH:19][C:20](=[O:33])[C:21]2[CH:26]=[C:25]([N+:27]([O-])=O)[CH:24]=[C:23]([N+:30]([O-])=O)[CH:22]=2)[CH:12]=1)(=[O:9])=[O:8].S(S([O-])=O)([O-])=O.[Na+].[Na+], predict the reaction product. The product is: [CH3:1][O:2][C:3]1[CH:37]=[C:36]([O:38][CH3:39])[CH:35]=[C:34]([O:40][CH3:41])[C:4]=1/[CH:5]=[CH:6]/[S:7]([NH:10][C:11]1[CH:16]=[CH:15][C:14]([O:17][CH3:18])=[C:13]([NH:19][C:20](=[O:33])[C:21]2[CH:26]=[C:25]([NH2:27])[CH:24]=[C:23]([NH2:30])[CH:22]=2)[CH:12]=1)(=[O:8])=[O:9]. (4) Given the reactants [NH2:1][C:2]1[CH:16]=[CH:15][C:14]([CH:17]=[CH:18][C:19]2[C:20]([CH3:32])([CH3:31])[O:21][C:22](=[C:26]([C:29]#[N:30])[C:27]#[N:28])[C:23]=2[C:24]#[N:25])=[CH:13][C:3]=1[O:4][CH2:5][CH2:6][CH2:7][CH2:8][CH2:9][C:10]([OH:12])=[O:11].[N:33]([O-])=O.[Na+].[F:37][B-:38]([F:41])([F:40])[F:39].[H+], predict the reaction product. The product is: [F:37][B-:38]([F:41])([F:40])[F:39].[C:10]([CH2:9][CH2:8][CH2:7][CH2:6][CH2:5][O:4][C:3]1[CH:13]=[C:14]([CH:17]=[CH:18][C:19]2[C:20]([CH3:32])([CH3:31])[O:21][C:22](=[C:26]([C:29]#[N:30])[C:27]#[N:28])[C:23]=2[C:24]#[N:25])[CH:15]=[CH:16][C:2]=1[N+:1]#[N:33])([OH:12])=[O:11].